From a dataset of Reaction yield outcomes from USPTO patents with 853,638 reactions. Predict the reaction yield, written as a fraction of the theoretical maximum amount of product (1.0 means a 100% yield; for example, 0.34 means a 34% yield). The reactants are [Br:1][C:2]1[CH:8]=[C:7]([F:9])[CH:6]=[CH:5][C:3]=1[NH2:4].[C:10]([CH2:12][C:13](O)=[O:14])#[N:11].Cl.CN(C)CCCN=C=NCC.N1(O)C2C=CC=CC=2N=N1.C(N(CC)CC)C. The catalyst is C(OCC)(=O)C.CN(C)C=O. The product is [Br:1][C:2]1[CH:8]=[C:7]([F:9])[CH:6]=[CH:5][C:3]=1[NH:4][C:13](=[O:14])[CH2:12][C:10]#[N:11]. The yield is 0.590.